From a dataset of Forward reaction prediction with 1.9M reactions from USPTO patents (1976-2016). Predict the product of the given reaction. (1) Given the reactants [CH3:1][C:2]1[C:6]([C:7]2[CH:8]=[C:9]([NH2:15])[CH:10]=[CH:11][C:12]=2[O:13][CH3:14])=[C:5]([CH3:16])[O:4][N:3]=1.C(O[CH:20]=[C:21]([C:27]([O:29][CH2:30][CH3:31])=[O:28])[C:22]([O:24][CH2:25][CH3:26])=[O:23])C.C(O)C, predict the reaction product. The product is: [CH2:25]([O:24][C:22](=[O:23])[C:21](=[CH:20][NH:15][C:9]1[CH:10]=[CH:11][C:12]([O:13][CH3:14])=[C:7]([C:6]2[C:2]([CH3:1])=[N:3][O:4][C:5]=2[CH3:16])[CH:8]=1)[C:27]([O:29][CH2:30][CH3:31])=[O:28])[CH3:26]. (2) Given the reactants [N+:1]([C:4]1[CH:5]=[C:6]2[C:10](=[CH:11][CH:12]=1)[CH2:9][CH:8]([NH:13]C(=O)C)[CH2:7]2)([O-:3])=[O:2].[ClH:17], predict the reaction product. The product is: [ClH:17].[NH2:13][CH:8]1[CH2:7][C:6]2[C:10](=[CH:11][CH:12]=[C:4]([N+:1]([O-:3])=[O:2])[CH:5]=2)[CH2:9]1. (3) Given the reactants [CH:1]1([C:4]2[CH:9]=[CH:8][C:7]([CH2:10]O)=[CH:6][C:5]=2[C:12]([F:15])([F:14])[F:13])[CH2:3][CH2:2]1.S(Cl)([Cl:18])=O, predict the reaction product. The product is: [Cl:18][CH2:10][C:7]1[CH:8]=[CH:9][C:4]([CH:1]2[CH2:3][CH2:2]2)=[C:5]([C:12]([F:15])([F:14])[F:13])[CH:6]=1. (4) The product is: [Cl:2][C:3]1[CH:4]=[C:5]([CH:14]=[CH:15][C:16]=1[Cl:17])[CH2:6][N:7]1[CH2:8][CH2:9][CH:10]([NH:13][C:22](=[O:29])[CH2:23][CH2:24][C:25]([O:27][CH3:28])=[O:26])[CH2:11][CH2:12]1. Given the reactants Cl.[Cl:2][C:3]1[CH:4]=[C:5]([CH:14]=[CH:15][C:16]=1[Cl:17])[CH2:6][N:7]1[CH2:12][CH2:11][CH:10]([NH2:13])[CH2:9][CH2:8]1.ClCCl.Cl[C:22](=[O:29])[CH2:23][CH2:24][C:25]([O:27][CH3:28])=[O:26].C(=O)([O-])O.[Na+], predict the reaction product. (5) Given the reactants [Cl:1][C:2]1[C:7]([CH:8]2[CH2:13][CH2:12][NH:11][CH2:10][CH2:9]2)=[CH:6][C:5]([C:14]#[N:15])=[CH:4][C:3]=1[NH:16][C:17]1[N:22]=[C:21]([NH:23][CH:24]2[CH2:26][CH2:25]2)[C:20]2=[N:27][CH:28]=[C:29]([C:30]#[N:31])[N:19]2[N:18]=1.C[Si](C)(C)[O:34][C:35]1[CH2:38][CH2:37][C:36]=1O[Si](C)(C)C, predict the reaction product. The product is: [Cl:1][C:2]1[C:7]([CH:8]2[CH2:9][CH2:10][N:11]([CH:36]3[CH2:37][CH2:38][C:35]3=[O:34])[CH2:12][CH2:13]2)=[CH:6][C:5]([C:14]#[N:15])=[CH:4][C:3]=1[NH:16][C:17]1[N:22]=[C:21]([NH:23][CH:24]2[CH2:25][CH2:26]2)[C:20]2=[N:27][CH:28]=[C:29]([C:30]#[N:31])[N:19]2[N:18]=1. (6) Given the reactants Cl.Cl.[NH:3]1[C:11]2[C:6](=[CH:7][C:8]([C:12]3[C:20]4[C:15](=[N:16][CH:17]=[N:18][C:19]=4[NH2:21])[N:14]([CH3:22])[N:13]=3)=[CH:9][CH:10]=2)[CH2:5][CH2:4]1.[CH3:23][C:24]1[C:29]([CH3:30])=[CH:28][CH:27]=[CH:26][C:25]=1[CH2:31][C:32](O)=[O:33].CN(C(ON1N=NC2C=CC=NC1=2)=[N+](C)C)C.F[P-](F)(F)(F)(F)F.CCN(C(C)C)C(C)C, predict the reaction product. The product is: [CH3:23][C:24]1[C:29]([CH3:30])=[CH:28][CH:27]=[CH:26][C:25]=1[CH2:31][C:32]([N:3]1[C:11]2[C:6](=[CH:7][C:8]([C:12]3[C:20]4[C:15](=[N:16][CH:17]=[N:18][C:19]=4[NH2:21])[N:14]([CH3:22])[N:13]=3)=[CH:9][CH:10]=2)[CH2:5][CH2:4]1)=[O:33]. (7) Given the reactants [OH:1][C:2]1[CH:16]=[C:15]([OH:17])[CH:14]=[CH:13][C:3]=1[C:4]([NH:6][CH2:7][C:8](OCC)=[O:9])=[O:5].[NH2:18][NH2:19], predict the reaction product. The product is: [NH:18]([C:8](=[O:9])[CH2:7][NH:6][C:4](=[O:5])[C:3]1[CH:13]=[CH:14][C:15]([OH:17])=[CH:16][C:2]=1[OH:1])[NH2:19].